From a dataset of Forward reaction prediction with 1.9M reactions from USPTO patents (1976-2016). Predict the product of the given reaction. (1) Given the reactants [F:1][C:2]1[CH:7]=[CH:6][C:5]([N:8]2[C:16]3[C:11](=[CH:12][C:13]([CH:17]([OH:26])[C:18]4[CH:25]=[CH:24][C:21]([C:22]#N)=[CH:20][CH:19]=4)=[CH:14][CH:15]=3)[CH:10]=[N:9]2)=[CH:4][CH:3]=1.CS(C)=[O:29].[OH-:31].[Na+], predict the reaction product. The product is: [F:1][C:2]1[CH:7]=[CH:6][C:5]([N:8]2[C:16]3[C:11](=[CH:12][C:13]([CH:17]([OH:26])[C:18]4[CH:25]=[CH:24][C:21]([C:22]([OH:29])=[O:31])=[CH:20][CH:19]=4)=[CH:14][CH:15]=3)[CH:10]=[N:9]2)=[CH:4][CH:3]=1. (2) Given the reactants [H-].[Na+].[C:3]([O:11][C:12]([CH3:15])([CH3:14])[CH3:13])(=[O:10])[CH2:4][C:5]([O:7][CH2:8][CH3:9])=[O:6].Cl[C:17]1[CH:18]=[CH:19][C:20]([N+:23]([O-:25])=[O:24])=[N:21][CH:22]=1, predict the reaction product. The product is: [N+:23]([C:20]1[N:21]=[CH:22][C:17]([CH:4]([C:5]([O:7][CH2:8][CH3:9])=[O:6])[C:3]([O:11][C:12]([CH3:14])([CH3:13])[CH3:15])=[O:10])=[CH:18][CH:19]=1)([O-:25])=[O:24]. (3) Given the reactants Cl.[F:2][C:3]([F:25])([F:24])[C:4]1[CH:9]=[CH:8][C:7]([C:10]2[C:11]3[CH2:18][CH2:17][CH:16]([O:19][CH2:20][C:21](O)=[O:22])[C:12]=3[CH:13]=[N:14][CH:15]=2)=[CH:6][CH:5]=1.[CH:26]([N:29](CC)C(C)C)(C)C.CN.CCO.CCCP1(OP(CCC)(=O)OP(CCC)(=O)O1)=O, predict the reaction product. The product is: [CH3:26][NH:29][C:21](=[O:22])[CH2:20][O:19][CH:16]1[C:12]2[CH:13]=[N:14][CH:15]=[C:10]([C:7]3[CH:6]=[CH:5][C:4]([C:3]([F:25])([F:24])[F:2])=[CH:9][CH:8]=3)[C:11]=2[CH2:18][CH2:17]1. (4) The product is: [CH:8]1([C:14]2[C:24]([CH:25]([OH:26])[C:27]3[N:32]=[C:31]([C:33]([O:35][CH3:36])=[O:34])[CH:30]=[CH:29][CH:28]=3)=[C:17]3[CH:18]=[CH:19][C:20]([O:22][CH3:23])=[CH:21][N:16]3[N:15]=2)[CH2:13][CH2:12][CH2:11][CH2:10][CH2:9]1. Given the reactants CO.[BH4-].[Na+].ClCCl.[CH:8]1([C:14]2[C:24]([C:25]([C:27]3[N:32]=[C:31]([C:33]([O:35][CH3:36])=[O:34])[CH:30]=[CH:29][CH:28]=3)=[O:26])=[C:17]3[CH:18]=[CH:19][C:20]([O:22][CH3:23])=[CH:21][N:16]3[N:15]=2)[CH2:13][CH2:12][CH2:11][CH2:10][CH2:9]1, predict the reaction product. (5) Given the reactants [C:1]1([S:7][C:8]2([C:11]([O:13]C)=[O:12])[CH2:10][CH2:9]2)[CH:6]=[CH:5][CH:4]=[CH:3][CH:2]=1.CO.O.[OH-].[Li+], predict the reaction product. The product is: [C:1]1([S:7][C:8]2([C:11]([OH:13])=[O:12])[CH2:10][CH2:9]2)[CH:2]=[CH:3][CH:4]=[CH:5][CH:6]=1. (6) Given the reactants [CH3:1][C:2]([C:6]1[CH:11]=[CH:10][CH:9]=[C:8]([C:12]2[C:17]([CH3:18])=[CH:16][N:15]=[C:14]3[NH:19][N:20]=[CH:21][C:13]=23)[CH:7]=1)([CH3:5])[C:3]#[N:4].[H-].[Al+3].[Li+].[H-].[H-].[H-].CC#N, predict the reaction product. The product is: [CH3:5][C:2]([C:6]1[CH:11]=[CH:10][CH:9]=[C:8]([C:12]2[C:17]([CH3:18])=[CH:16][N:15]=[C:14]3[NH:19][N:20]=[CH:21][C:13]=23)[CH:7]=1)([CH3:1])[CH2:3][NH2:4]. (7) Given the reactants C(N(CC)CC)C.[CH:8]1([C:11]#[C:12][C:13]2[O:17][N:16]=[C:15]([CH:18]=O)[CH:14]=2)[CH2:10][CH2:9]1.Cl.[NH2:21][C@@:22]([CH3:35])([C@@H:27]([OH:34])[C:28]1[CH:32]=[C:31]([CH3:33])[O:30][N:29]=1)[C:23]([O:25][CH3:26])=[O:24].CC(O)=O.C(O[BH-](OC(=O)C)OC(=O)C)(=O)C.[Na+], predict the reaction product. The product is: [CH:8]1([C:11]#[C:12][C:13]2[O:17][N:16]=[C:15]([CH2:18][NH:21][C@@:22]([CH3:35])([C@@H:27]([OH:34])[C:28]3[CH:32]=[C:31]([CH3:33])[O:30][N:29]=3)[C:23]([O:25][CH3:26])=[O:24])[CH:14]=2)[CH2:9][CH2:10]1.